Dataset: Full USPTO retrosynthesis dataset with 1.9M reactions from patents (1976-2016). Task: Predict the reactants needed to synthesize the given product. (1) Given the product [CH2:1]([O:8][C:9]1[CH:38]=[CH:37][C:12]([O:13][C:14]2[CH:22]=[CH:21][C:17]([C:18]([NH:39][C:40]3[CH:45]=[C:44]([CH3:46])[CH:43]=[CH:42][C:41]=3[OH:47])=[O:19])=[CH:16][C:15]=2[NH:23][C:24]2[C:25]3[CH:33]=[CH:32][C:31]([CH:34]([CH3:36])[CH3:35])=[N:30][C:26]=3[N:27]=[CH:28][N:29]=2)=[CH:11][CH:10]=1)[C:2]1[CH:7]=[CH:6][CH:5]=[CH:4][CH:3]=1, predict the reactants needed to synthesize it. The reactants are: [CH2:1]([O:8][C:9]1[CH:38]=[CH:37][C:12]([O:13][C:14]2[CH:22]=[CH:21][C:17]([C:18](Cl)=[O:19])=[CH:16][C:15]=2[NH:23][C:24]2[C:25]3[CH:33]=[CH:32][C:31]([CH:34]([CH3:36])[CH3:35])=[N:30][C:26]=3[N:27]=[CH:28][N:29]=2)=[CH:11][CH:10]=1)[C:2]1[CH:7]=[CH:6][CH:5]=[CH:4][CH:3]=1.[NH2:39][C:40]1[CH:45]=[C:44]([CH3:46])[CH:43]=[CH:42][C:41]=1[OH:47]. (2) Given the product [CH3:1][C:2]([C:5]1[O:9][N:8]=[C:7]([NH:10][C:16](=[O:17])[O:15][C:12]([CH3:14])([CH3:13])[CH3:11])[CH:6]=1)([CH3:4])[CH3:3], predict the reactants needed to synthesize it. The reactants are: [CH3:1][C:2]([C:5]1[O:9][N:8]=[C:7]([NH2:10])[CH:6]=1)([CH3:4])[CH3:3].[CH3:11][C:12]([O:15][C:16](O[C:16]([O:15][C:12]([CH3:14])([CH3:13])[CH3:11])=[O:17])=[O:17])([CH3:14])[CH3:13]. (3) The reactants are: O.ON1C2C=CC=CC=2N=N1.Cl.CN(C)CCCN=C=NCC.Cl.[Cl:25][CH2:26][CH2:27][NH2:28].[C:29]1([C:35]2([C:55]3[CH:60]=[CH:59][CH:58]=[CH:57][CH:56]=3)[CH2:43][C:42]3[N:41]([CH2:44][O:45][CH2:46][CH2:47][Si:48]([CH3:51])([CH3:50])[CH3:49])[N:40]=[C:39]([C:52](O)=[O:53])[C:38]=3[CH:37]=[CH:36]2)[CH:34]=[CH:33][CH:32]=[CH:31][CH:30]=1. Given the product [Cl:25][CH2:26][CH2:27][NH:28][C:52]([C:39]1[C:38]2[CH:37]=[CH:36][C:35]([C:29]3[CH:34]=[CH:33][CH:32]=[CH:31][CH:30]=3)([C:55]3[CH:60]=[CH:59][CH:58]=[CH:57][CH:56]=3)[CH2:43][C:42]=2[N:41]([CH2:44][O:45][CH2:46][CH2:47][Si:48]([CH3:51])([CH3:50])[CH3:49])[N:40]=1)=[O:53], predict the reactants needed to synthesize it. (4) Given the product [Br:1][C:2]1[CH:3]=[C:4]([CH:9]=[CH:10][C:11]=1[O:21][C:16]1[CH:17]=[CH:18][C:19]([Cl:20])=[C:14]([Cl:13])[CH:15]=1)[C:5]([OH:7])=[O:6], predict the reactants needed to synthesize it. The reactants are: [Br:1][C:2]1[CH:3]=[C:4]([CH:9]=[CH:10][C:11]=1F)[C:5]([O:7]C)=[O:6].[Cl:13][C:14]1[CH:15]=[C:16]([OH:21])[CH:17]=[CH:18][C:19]=1[Cl:20].C(=O)([O-])[O-].[Cs+].[Cs+].[OH-].[Na+]. (5) Given the product [NH2:39][C:2]1[N:7]=[C:6]([C:8]2[S:12][C:11]([N:13]3[CH2:18][CH2:17][O:16][CH2:15][CH2:14]3)=[N:10][C:9]=2[C:19]2[C:20]([F:38])=[C:21]([NH:26][S:27]([C:30]3[CH:35]=[C:34]([F:36])[CH:33]=[CH:32][C:31]=3[F:37])(=[O:29])=[O:28])[CH:22]=[CH:23][C:24]=2[F:25])[CH:5]=[CH:4][N:3]=1, predict the reactants needed to synthesize it. The reactants are: Cl[C:2]1[N:7]=[C:6]([C:8]2[S:12][C:11]([N:13]3[CH2:18][CH2:17][O:16][CH2:15][CH2:14]3)=[N:10][C:9]=2[C:19]2[C:20]([F:38])=[C:21]([NH:26][S:27]([C:30]3[CH:35]=[C:34]([F:36])[CH:33]=[CH:32][C:31]=3[F:37])(=[O:29])=[O:28])[CH:22]=[CH:23][C:24]=2[F:25])[CH:5]=[CH:4][N:3]=1.[NH4+:39].[OH-]. (6) Given the product [Br:1][CH2:2][C:3]1([CH2:17][Br:20])[CH2:6][N:5]([S:7]([C:10]2[CH:15]=[CH:14][C:13]([CH3:16])=[CH:12][CH:11]=2)(=[O:9])=[O:8])[CH2:4]1, predict the reactants needed to synthesize it. The reactants are: [Br:1][CH2:2][C:3]1([CH2:17]O)[CH2:6][N:5]([S:7]([C:10]2[CH:15]=[CH:14][C:13]([CH3:16])=[CH:12][CH:11]=2)(=[O:9])=[O:8])[CH2:4]1.C(Br)(Br)(Br)[Br:20].C1C=CC(P(C2C=CC=CC=2)C2C=CC=CC=2)=CC=1. (7) Given the product [NH:25]1[C:24]2[CH:28]=[C:20]([NH:13][C:12]3[C:11]4[C:10](=[CH:9][CH:8]=[C:6]5[N:7]=[C:3]([C:1]#[N:2])[S:4][C:5]5=4)[N:14]=[CH:15][N:16]=3)[CH:21]=[CH:22][C:23]=2[N:27]=[CH:26]1, predict the reactants needed to synthesize it. The reactants are: [C:1]([C:3]1[S:4][C:5]2[C:11]([C:12]#[N:13])=[C:10](/[N:14]=[CH:15]/[N:16](C)C)[CH:9]=[CH:8][C:6]=2[N:7]=1)#[N:2].N[C:20]1[CH:21]=[CH:22][C:23]2[NH:27][CH:26]=[N:25][C:24]=2[CH:28]=1.[K+].[Br-].